This data is from Catalyst prediction with 721,799 reactions and 888 catalyst types from USPTO. The task is: Predict which catalyst facilitates the given reaction. (1) Reactant: [Cl:1][C:2]1[CH:7]=[C:6]([C:8]2[NH:12][C:11]3[CH:13]=[CH:14][CH:15]=[C:16](C(O)=O)[C:10]=3[N:9]=2)[CH:5]=[CH:4][N:3]=1.C([N:22]([CH2:25]C)CC)C.C1C=CC(P(N=[N+]=[N-])(C2C=CC=CC=2)=[O:34])=CC=1.[CH2:44]([OH:51])[C:45]1[CH:50]=[CH:49][CH:48]=[CH:47][CH:46]=1. Product: [Cl:1][C:2]1[CH:7]=[C:6]([C:8]2[NH:12][C:11]3[CH:13]=[CH:14][CH:15]=[C:16]([NH:22][C:25](=[O:34])[O:51][CH2:44][C:45]4[CH:50]=[CH:49][CH:48]=[CH:47][CH:46]=4)[C:10]=3[N:9]=2)[CH:5]=[CH:4][N:3]=1. The catalyst class is: 11. (2) Product: [OH:33][N:32]=[C:27]([C:26]1[CH:29]=[CH:30][CH:31]=[C:24]([CH2:23][N:3]2[C:4]3[C:9](=[CH:8][CH:7]=[CH:6][CH:5]=3)[C:10]3([C:22]4[C:13](=[CH:14][C:15]5[O:20][CH2:19][CH2:18][O:17][C:16]=5[CH:21]=4)[O:34][CH2:11]3)[C:2]2=[O:1])[CH:25]=1)[NH2:28]. Reactant: [O:1]=[C:2]1[C:10]2([C:22]3[C:13](=[CH:14][C:15]4[O:20][CH2:19][CH2:18][O:17][C:16]=4[CH:21]=3)O[CH2:11]2)[C:9]2[C:4](=[CH:5][CH:6]=[CH:7][CH:8]=2)[N:3]1[CH2:23][C:24]1[CH:25]=[C:26]([CH:29]=[CH:30][CH:31]=1)[C:27]#[N:28].[NH2:32][OH:33].[OH2:34]. The catalyst class is: 16. (3) Reactant: [C:1]([OH:14])(=[O:13])/[CH:2]=[CH:3]/[C:4]1[CH:12]=[CH:11][C:9]([OH:10])=[C:6]([O:7][CH3:8])[CH:5]=1.C(N(CC)CC)C.[C:22](OC(=O)C)(=[O:24])[CH3:23].Cl. Product: [C:22]([O:10][C:9]1[CH:11]=[CH:12][C:4](/[CH:3]=[CH:2]/[C:1]([OH:14])=[O:13])=[CH:5][C:6]=1[O:7][CH3:8])(=[O:24])[CH3:23]. The catalyst class is: 230. (4) Reactant: [Cl:1][C:2]1[CH:15]=[CH:14][C:13]2[S:12][C:11]3[C:6](=[CH:7][CH:8]=[CH:9][CH:10]=3)[NH:5][C:4]=2[CH:3]=1.[O:16]=[C:17]([Cl:23])OC(Cl)(Cl)Cl. Product: [C:17]([Cl:23])(=[O:16])[NH2:5].[Cl:1][C:2]1[CH:15]=[CH:14][C:13]2[S:12][C:11]3[C:6](=[CH:7][CH:8]=[CH:9][CH:10]=3)[NH:5][C:4]=2[CH:3]=1. The catalyst class is: 113.